Dataset: Catalyst prediction with 721,799 reactions and 888 catalyst types from USPTO. Task: Predict which catalyst facilitates the given reaction. (1) Reactant: [CH3:1][C:2]([CH3:21])([CH3:20])[C:3]([C:5]1[N:9]([CH2:10][C:11]([OH:13])=O)[C:8]2[CH:14]=[CH:15][C:16]([O:18][CH3:19])=[CH:17][C:7]=2[N:6]=1)=[O:4].C1C=CC2N(O)N=NC=2C=1.[CH2:32]([NH:34][CH2:35][CH2:36][CH2:37][CH3:38])[CH3:33].CCN(C(C)C)C(C)C. Product: [CH2:35]([N:34]([CH2:32][CH3:33])[C:11](=[O:13])[CH2:10][N:9]1[C:8]2[CH:14]=[CH:15][C:16]([O:18][CH3:19])=[CH:17][C:7]=2[N:6]=[C:5]1[C:3](=[O:4])[C:2]([CH3:1])([CH3:21])[CH3:20])[CH2:36][CH2:37][CH3:38]. The catalyst class is: 607. (2) Reactant: C(=O)([O-])[O-].[K+].[K+].[CH2:7]([O:9][C@@H:10]([CH2:16][C:17]1[CH:22]=[CH:21][C:20]([OH:23])=[CH:19][CH:18]=1)[C:11]([O:13][CH2:14][CH3:15])=[O:12])[CH3:8].Br[CH2:25][CH2:26][N:27]1[C:36]2[C:31](=[CH:32][C:33]([C:37]([C:39]3[CH:49]=[CH:48][C:42]([C:43]([O:45][CH2:46][CH3:47])=[O:44])=[CH:41][CH:40]=3)=[O:38])=[CH:34][CH:35]=2)[C:30]([CH3:51])([CH3:50])[CH2:29][CH2:28]1. Product: [CH2:7]([O:9][C@H:10]([C:11]([O:13][CH2:14][CH3:15])=[O:12])[CH2:16][C:17]1[CH:18]=[CH:19][C:20]([O:23][CH2:25][CH2:26][N:27]2[C:36]3[C:31](=[CH:32][C:33]([C:37]([C:39]4[CH:40]=[CH:41][C:42]([C:43]([O:45][CH2:46][CH3:47])=[O:44])=[CH:48][CH:49]=4)=[O:38])=[CH:34][CH:35]=3)[C:30]([CH3:51])([CH3:50])[CH2:29][CH2:28]2)=[CH:21][CH:22]=1)[CH3:8]. The catalyst class is: 3. (3) Reactant: Br[CH:2]([C:4]1[O:5][C:6](=[O:29])[C:7]2[C:12]([C:13]=1[C:14]1[CH:19]=[CH:18][CH:17]=[C:16]([S:20]([N:23]3[CH2:28][CH2:27][O:26][CH2:25][CH2:24]3)(=[O:22])=[O:21])[CH:15]=1)=[CH:11][CH:10]=[CH:9][CH:8]=2)[CH3:3].[NH:30]1[C:34]2=[N:35][CH:36]=[N:37][C:38]([NH2:39])=[C:33]2[CH:32]=[N:31]1.C([O-])([O-])=O.[K+].[K+]. Product: [NH2:39][C:38]1[N:37]=[CH:36][N:35]=[C:34]2[N:30]([CH:2]([C:4]3[O:5][C:6](=[O:29])[C:7]4[C:12]([C:13]=3[C:14]3[CH:19]=[CH:18][CH:17]=[C:16]([S:20]([N:23]5[CH2:28][CH2:27][O:26][CH2:25][CH2:24]5)(=[O:22])=[O:21])[CH:15]=3)=[CH:11][CH:10]=[CH:9][CH:8]=4)[CH3:3])[N:31]=[CH:32][C:33]=12. The catalyst class is: 3.